From a dataset of Reaction yield outcomes from USPTO patents with 853,638 reactions. Predict the reaction yield, written as a fraction of the theoretical maximum amount of product (1.0 means a 100% yield; for example, 0.34 means a 34% yield). (1) The reactants are Cl[C:2]1[C:7]2[C:8]([CH3:12])=[N:9][N:10]([CH3:11])[C:6]=2[CH:5]=[C:4]([C:13]2[CH:18]=[CH:17][C:16]([F:19])=[CH:15][CH:14]=2)[N:3]=1.[O:20]1[C:24]2[CH:25]=[CH:26][CH:27]=[CH:28][C:23]=2[O:22][CH2:21]1.C1C=C(B(O)O)C=CC=1.C([O-])([O-])=O.[Na+].[Na+]. The catalyst is CN(C=O)C.O.C1C=CC([P]([Pd]([P](C2C=CC=CC=2)(C2C=CC=CC=2)C2C=CC=CC=2)([P](C2C=CC=CC=2)(C2C=CC=CC=2)C2C=CC=CC=2)[P](C2C=CC=CC=2)(C2C=CC=CC=2)C2C=CC=CC=2)(C2C=CC=CC=2)C2C=CC=CC=2)=CC=1. The yield is 0.720. The product is [O:20]1[C:24]2[CH:25]=[CH:26][C:27]([C:2]3[C:7]4[C:8]([CH3:12])=[N:9][N:10]([CH3:11])[C:6]=4[CH:5]=[C:4]([C:13]4[CH:18]=[CH:17][C:16]([F:19])=[CH:15][CH:14]=4)[N:3]=3)=[CH:28][C:23]=2[O:22][CH2:21]1. (2) The reactants are Br[C:2]1[CH:7]=[C:6]([C:8]2([C:19]3[CH:24]=[CH:23][N:22]=[C:21]([CH:25]4[CH2:27][CH2:26]4)[CH:20]=3)[C:16]3[C:11](=[C:12]([F:17])[CH:13]=[CH:14][CH:15]=3)[C:10]([NH2:18])=[N:9]2)[CH:5]=[CH:4][N:3]=1.[N:28]1[CH:33]=[C:32](B(O)O)[CH:31]=[N:30][CH:29]=1.C(=O)([O-])[O-].[Cs+].[Cs+]. The catalyst is C1C=CC(P(C2C=CC=CC=2)[C-]2C=CC=C2)=CC=1.C1C=CC(P(C2C=CC=CC=2)[C-]2C=CC=C2)=CC=1.Cl[Pd]Cl.[Fe+2].COCCOC.CCO.O. The product is [CH:25]1([C:21]2[CH:20]=[C:19]([C:8]3([C:6]4[CH:5]=[CH:4][N:3]=[C:2]([C:32]5[CH:33]=[N:28][CH:29]=[N:30][CH:31]=5)[CH:7]=4)[C:16]4[C:11](=[C:12]([F:17])[CH:13]=[CH:14][CH:15]=4)[C:10]([NH2:18])=[N:9]3)[CH:24]=[CH:23][N:22]=2)[CH2:27][CH2:26]1. The yield is 0.470. (3) The reactants are [CH2:1]([C:4]1[S:28][C:7]2[N:8]=[C:9]([C:25]([OH:27])=O)[N:10]=[C:11]([N:12]3[CH2:17][CH2:16][N:15]4[C:18]([C:21]([F:24])([F:23])[F:22])=[N:19][N:20]=[C:14]4[CH2:13]3)[C:6]=2[CH:5]=1)[CH2:2][CH3:3].[C:29]([CH2:31][C:32]([NH:34][NH2:35])=[O:33])#[N:30].C(Cl)CCl.C1C=CC2N(O)N=NC=2C=1.C(N(CC)CC)C. The catalyst is CN(C)C=O. The product is [C:29]([CH2:31][C:32]([NH:34][NH:35][C:25]([C:9]1[N:10]=[C:11]([N:12]2[CH2:17][CH2:16][N:15]3[C:18]([C:21]([F:23])([F:22])[F:24])=[N:19][N:20]=[C:14]3[CH2:13]2)[C:6]2[CH:5]=[C:4]([CH2:1][CH2:2][CH3:3])[S:28][C:7]=2[N:8]=1)=[O:27])=[O:33])#[N:30]. The yield is 0.380. (4) The reactants are [CH3:1][O:2][C:3](=[O:16])[CH:4]=[CH:5][C:6]1[CH:11]=[CH:10][CH:9]=[C:8]([S:12](Cl)(=[O:14])=[O:13])[CH:7]=1.[CH3:17][O:18][C:19]1[CH:20]=[C:21]([NH2:25])[CH:22]=[CH:23][CH:24]=1.C([O-])(O)=O.[Na+]. The catalyst is O1CCOCC1.O. The product is [CH3:1][O:2][C:3](=[O:16])[CH:4]=[CH:5][C:6]1[CH:11]=[CH:10][CH:9]=[C:8]([S:12](=[O:14])(=[O:13])[NH:25][C:21]2[CH:22]=[CH:23][CH:24]=[C:19]([O:18][CH3:17])[CH:20]=2)[CH:7]=1. The yield is 0.820. (5) The reactants are C(OC([N:8]1[CH2:13][CH2:12][CH:11]([OH:14])[CH2:10][CH2:9]1)=O)(C)(C)C.[O:15]([C:22]1[CH:27]=[CH:26][C:25](O)=[CH:24][CH:23]=1)[C:16]1[CH:21]=[CH:20][CH:19]=[CH:18][CH:17]=1.C1(P(C2C=CC=CC=2)C2C=CC=CC=2)C=CC=CC=1.N(C(OC(C)C)=O)=NC(OC(C)C)=O.[ClH:62]. The catalyst is C1COCC1.O1CCOCC1. The product is [ClH:62].[O:15]([C:22]1[CH:23]=[CH:24][C:25]([O:14][CH:11]2[CH2:10][CH2:9][NH:8][CH2:13][CH2:12]2)=[CH:26][CH:27]=1)[C:16]1[CH:21]=[CH:20][CH:19]=[CH:18][CH:17]=1. The yield is 0.680. (6) The reactants are [C:1]([NH:5][CH2:6][CH:7]([C:12]1[CH:17]=[CH:16][C:15]([Cl:18])=[CH:14][CH:13]=1)[C:8]([O:10]C)=[O:9])([CH3:4])([CH3:3])[CH3:2].O([Si](C)(C)C)[K:20]. The catalyst is C1COCC1. The product is [C:1]([NH:5][CH2:6][CH:7]([C:12]1[CH:17]=[CH:16][C:15]([Cl:18])=[CH:14][CH:13]=1)[C:8]([O-:10])=[O:9])([CH3:4])([CH3:2])[CH3:3].[K+:20]. The yield is 0.970. (7) The reactants are [C:1]1(=[O:7])[CH2:6][CH2:5][CH2:4][CH2:3][CH2:2]1.[CH3:8][C:9]([CH2:11][CH2:12]O)=[CH2:10]. The catalyst is CC1C=CC(S(O)(=O)=O)=CC=1.C1(C)C=CC=CC=1. The product is [CH3:8][C:9]1[CH2:10][C:1]2([CH2:6][CH2:5][CH2:4][CH2:3][CH2:2]2)[O:7][CH2:12][CH:11]=1. The yield is 0.800.